This data is from Catalyst prediction with 721,799 reactions and 888 catalyst types from USPTO. The task is: Predict which catalyst facilitates the given reaction. (1) Reactant: [F:1][C:2]1([F:38])[O:6][C:5]2[CH:7]=[CH:8][C:9]([C:11]3([C:14]([NH:16][C@H:17]4[C:26]5[C:21](=[CH:22][CH:23]=[C:24]([CH3:27])[CH:25]=5)[O:20][C@@H:19]([C:28]5[CH:29]=[C:30]([CH:35]=[CH:36][CH:37]=5)[C:31]([O:33]C)=[O:32])[CH2:18]4)=[O:15])[CH2:13][CH2:12]3)=[CH:10][C:4]=2[O:3]1.[Li+].[OH-]. Product: [F:38][C:2]1([F:1])[O:6][C:5]2[CH:7]=[CH:8][C:9]([C:11]3([C:14]([NH:16][C@H:17]4[C:26]5[C:21](=[CH:22][CH:23]=[C:24]([CH3:27])[CH:25]=5)[O:20][C@@H:19]([C:28]5[CH:29]=[C:30]([CH:35]=[CH:36][CH:37]=5)[C:31]([OH:33])=[O:32])[CH2:18]4)=[O:15])[CH2:13][CH2:12]3)=[CH:10][C:4]=2[O:3]1. The catalyst class is: 5. (2) Reactant: [N+:1]([C:4]1[CH:9]=[CH:8][C:7]([SH:10])=[CH:6][CH:5]=1)([O-:3])=[O:2].[CH:11]([C:13]1[CH:18]=[CH:17][CH:16]=[CH:15][N:14]=1)=[CH2:12].C(O)(=O)C. Product: [N+:1]([C:4]1[CH:9]=[CH:8][C:7]([S:10][CH2:12][CH2:11][C:13]2[CH:18]=[CH:17][CH:16]=[CH:15][N:14]=2)=[CH:6][CH:5]=1)([O-:3])=[O:2]. The catalyst class is: 5. (3) Reactant: [CH2:1]([Mg]Cl)[C:2]1[CH:7]=[CH:6][CH:5]=[CH:4][CH:3]=1.[C:10]1([CH3:24])[CH:15]=[CH:14][CH:13]=[CH:12][C:11]=1[C:16]1[CH:21]=[CH:20][N:19]=[C:18]([C:22]#[N:23])[N:17]=1.CC(O)CC.[BH4-].[Na+]. Product: [C:2]1([CH2:1][CH:22]([C:18]2[N:17]=[C:16]([C:11]3[CH:12]=[CH:13][CH:14]=[CH:15][C:10]=3[CH3:24])[CH:21]=[CH:20][N:19]=2)[NH2:23])[CH:7]=[CH:6][CH:5]=[CH:4][CH:3]=1. The catalyst class is: 11.